Dataset: Catalyst prediction with 721,799 reactions and 888 catalyst types from USPTO. Task: Predict which catalyst facilitates the given reaction. (1) Reactant: [Cl:1][C:2]1[CH:7]=[CH:6][C:5]([C@@H:8]2[O:13][C@H:12]([CH2:14][O:15]S(C3C=CC(C)=CC=3)(=O)=O)[C@@H:11]([OH:26])[C@H:10]([OH:27])[C@H:9]2[OH:28])=[CH:4][C:3]=1[CH2:29][C:30]1[CH:35]=[CH:34][C:33]([O:36][CH2:37][CH3:38])=[CH:32][CH:31]=1.OC[C:41]1[CH:42]=[C:43]([CH:47]=[CH:48][CH:49]=1)[C:44]([O-:46])=[O:45].[C:50](=O)([O-])[O-].[K+].[K+]. Product: [CH3:50][O:46][C:44](=[O:45])[C:43]1[CH:47]=[CH:48][CH:49]=[C:41]([O:15][CH2:14][C@@H:12]2[C@@H:11]([OH:26])[C@H:10]([OH:27])[C@@H:9]([OH:28])[C@H:8]([C:5]3[CH:6]=[CH:7][C:2]([Cl:1])=[C:3]([CH2:29][C:30]4[CH:35]=[CH:34][C:33]([O:36][CH2:37][CH3:38])=[CH:32][CH:31]=4)[CH:4]=3)[O:13]2)[CH:42]=1. The catalyst class is: 35. (2) Reactant: I[C:2]1[CH:7]=[CH:6][N:5]=[C:4]2[NH:8][N:9]=[CH:10][C:3]=12.CNCCNC.[CH:17]1([S:20]([O-:22])=[O:21])[CH2:19][CH2:18]1.[Na+].C(=O)([O-])[O-].[K+].[K+]. Product: [CH:17]1([S:20]([C:2]2[CH:7]=[CH:6][N:5]=[C:4]3[NH:8][N:9]=[CH:10][C:3]=23)(=[O:22])=[O:21])[CH2:19][CH2:18]1. The catalyst class is: 156. (3) Reactant: [CH2:1]([O:8][C:9]1[CH:14]=[CH:13][C:12](B(O)O)=[CH:11][CH:10]=1)[C:2]1[CH:7]=[CH:6][CH:5]=[CH:4][CH:3]=1.Br[C:19]1[C:20](=[O:26])[N:21]([CH3:25])[CH:22]=[CH:23][CH:24]=1.C(=O)([O-])[O-].[Na+].[Na+]. Product: [CH2:1]([O:8][C:9]1[CH:14]=[CH:13][C:12]([C:19]2[C:20](=[O:26])[N:21]([CH3:25])[CH:22]=[CH:23][CH:24]=2)=[CH:11][CH:10]=1)[C:2]1[CH:7]=[CH:6][CH:5]=[CH:4][CH:3]=1. The catalyst class is: 108. (4) Reactant: [Na].[NH2:2][C:3]([NH:5][C:6]1[CH:10]=[C:9]([Cl:11])[N:8]([C:12]2[CH:17]=[CH:16][C:15]([Br:18])=[CH:14][CH:13]=2)[C:7]=1[C:19]([O:21]CC)=O)=[O:4]. Product: [Br:18][C:15]1[CH:16]=[CH:17][C:12]([N:8]2[C:7]3[C:19](=[O:21])[NH:2][C:3](=[O:4])[NH:5][C:6]=3[CH:10]=[C:9]2[Cl:11])=[CH:13][CH:14]=1. The catalyst class is: 8. (5) Reactant: CO[C:3]([C:5]1[C:6]([OH:13])=[N:7][C:8]([CH3:12])=[CH:9][C:10]=1[OH:11])=[O:4].[O:14]([C:21]1[CH:27]=[CH:26][C:24]([NH2:25])=[CH:23][CH:22]=1)[C:15]1[CH:20]=[CH:19][CH:18]=[CH:17][CH:16]=1. Product: [O:14]([C:21]1[CH:22]=[CH:23][C:24]([NH:25][C:3]([C:5]2[C:6](=[O:13])[NH:7][C:8]([CH3:12])=[CH:9][C:10]=2[OH:11])=[O:4])=[CH:26][CH:27]=1)[C:15]1[CH:20]=[CH:19][CH:18]=[CH:17][CH:16]=1. The catalyst class is: 7. (6) Product: [CH2:42]([O:41][C:39](=[O:40])[CH:38]=[CH:16][CH2:15][CH2:14][C@H:4]1[CH2:3][C:2]([F:18])([F:1])[CH2:6][N:5]1[C:7]([O:9][C:10]([CH3:13])([CH3:12])[CH3:11])=[O:8])[CH3:43]. Reactant: [F:1][C:2]1([F:18])[CH2:6][N:5]([C:7]([O:9][C:10]([CH3:13])([CH3:12])[CH3:11])=[O:8])[C@@H:4]([CH2:14][CH2:15][CH:16]=O)[CH2:3]1.C1(P(=[CH:38][C:39]([O:41][CH2:42][CH3:43])=[O:40])(C2C=CC=CC=2)C2C=CC=CC=2)C=CC=CC=1. The catalyst class is: 2. (7) Reactant: [C:1]1([C:7]2[C:11]([C:12]([O:14][CH3:15])=[O:13])=[C:10]([C:16]([O:18]C)=[O:17])[O:9][N:8]=2)[CH:6]=[CH:5][CH:4]=[CH:3][CH:2]=1.O.[Li+].[OH-]. Product: [CH3:15][O:14][C:12]([C:11]1[C:7]([C:1]2[CH:6]=[CH:5][CH:4]=[CH:3][CH:2]=2)=[N:8][O:9][C:10]=1[C:16]([OH:18])=[O:17])=[O:13]. The catalyst class is: 5.